Dataset: Full USPTO retrosynthesis dataset with 1.9M reactions from patents (1976-2016). Task: Predict the reactants needed to synthesize the given product. (1) Given the product [C:18]([O:1][CH2:2][CH:3]([CH3:17])[CH2:4][O:5][C:6]1[CH:13]=[CH:12][CH:11]=[C:10]([N+:14]([O-:16])=[O:15])[C:7]=1[C:8]#[N:9])(=[O:20])[CH3:19], predict the reactants needed to synthesize it. The reactants are: [OH:1][CH2:2][CH:3]([CH3:17])[CH2:4][O:5][C:6]1[CH:13]=[CH:12][CH:11]=[C:10]([N+:14]([O-:16])=[O:15])[C:7]=1[C:8]#[N:9].[C:18](Cl)(=[O:20])[CH3:19]. (2) Given the product [CH:1]1([N:6]2[C:11]3[N:12]=[C:13]([NH:22][C:23]4[CH:24]=[CH:25][C:26]([C:27]([O:29][CH3:30])=[O:28])=[CH:31][CH:32]=4)[N:14]=[CH:15][C:10]=3[C:9]([CH3:20])=[CH:8][C:7]2=[O:21])[CH2:5][CH2:4][CH2:3][CH2:2]1, predict the reactants needed to synthesize it. The reactants are: [CH:1]1([N:6]2[C:11]3[N:12]=[C:13](S(C)(=O)=O)[N:14]=[CH:15][C:10]=3[C:9]([CH3:20])=[CH:8][C:7]2=[O:21])[CH2:5][CH2:4][CH2:3][CH2:2]1.[NH2:22][C:23]1[CH:32]=[CH:31][C:26]([C:27]([O:29][CH3:30])=[O:28])=[CH:25][CH:24]=1.Cl. (3) Given the product [NH:13]1[C:17]2=[N:18][CH:19]=[N:20][CH:21]=[C:16]2[CH:15]=[N:14]1, predict the reactants needed to synthesize it. The reactants are: Cl.Cl.Cl.CN(C)C1N=C(C[N:13]2[C:17]3=[N:18][CH:19]=[N:20][C:21](N4CCNCC4)=[C:16]3[CH:15]=[N:14]2)C=CC=1.ON1C2C=CC=CC=2N=N1.Cl.C(N=C=NCCCN(C)C)C.C(=O)([O-])O.[Na+]. (4) Given the product [Br:1][C:2]1[CH:11]=[CH:10][C:5]([C:6]([O:8][CH3:9])=[O:7])=[CH:4][C:3]=1[O:12][CH2:16][CH2:17][CH2:18][O:19][Si:20]([C:23]([CH3:24])([CH3:26])[CH3:25])([CH3:21])[CH3:22], predict the reactants needed to synthesize it. The reactants are: [Br:1][C:2]1[CH:11]=[CH:10][C:5]([C:6]([O:8][CH3:9])=[O:7])=[CH:4][C:3]=1[OH:12].[H-].[Na+].Br[CH2:16][CH2:17][CH2:18][O:19][Si:20]([C:23]([CH3:26])([CH3:25])[CH3:24])([CH3:22])[CH3:21]. (5) Given the product [F:28][C:29]1[CH:30]=[CH:31][C:32]([C@H:35]([OH:42])[CH2:36][CH2:37][C:38]([O:40][CH3:41])=[O:39])=[CH:33][CH:34]=1, predict the reactants needed to synthesize it. The reactants are: B.C1COCC1.B1(C)OC(C2C=CC=CC=2)(C2C=CC=CC=2)[C@H]2N1CCC2.[F:28][C:29]1[CH:34]=[CH:33][C:32]([C:35](=[O:42])[CH2:36][CH2:37][C:38]([O:40][CH3:41])=[O:39])=[CH:31][CH:30]=1. (6) Given the product [Br:1][C:2]1[CH:3]=[C:4]([O:12][CH2:16][CH:17]([CH3:19])[CH3:18])[N:5]=[C:6]([C:8]([CH3:9])([CH3:11])[CH3:10])[CH:7]=1, predict the reactants needed to synthesize it. The reactants are: [Br:1][C:2]1[CH:7]=[C:6]([C:8]([CH3:11])([CH3:10])[CH3:9])[NH:5][C:4](=[O:12])[CH:3]=1.[H-].[Na+].I[CH2:16][CH:17]([CH3:19])[CH3:18]. (7) Given the product [CH2:13]([O:12][C:10]([C@H:8]1[C@H:6]([C:1]([O:3][CH2:4][CH3:5])=[O:2])[O:7][C:15]2([CH2:19][CH2:18][CH2:17][CH2:16]2)[O:9]1)=[O:11])[CH3:14], predict the reactants needed to synthesize it. The reactants are: [C:1]([C@H:6]([C@@H:8]([C:10]([O:12][CH2:13][CH3:14])=[O:11])[OH:9])[OH:7])([O:3][CH2:4][CH3:5])=[O:2].[C:15]1(=O)[CH2:19][CH2:18][CH2:17][CH2:16]1.C1(C)C=CC(S(O)(=O)=O)=CC=1.C([O-])(O)=O.[Na+]. (8) Given the product [F:31][C:28]([F:29])([F:30])[CH:27]([C:32]1[CH:33]=[C:34]([Cl:40])[C:35]([Cl:39])=[C:36]([Cl:38])[CH:37]=1)/[CH:26]=[CH:25]/[C:22]1[CH:23]=[CH:24][C:19]([C:18]([NH:17][CH2:16][CH2:15][N:14]([CH3:13])[C:49](=[O:50])[CH2:48][C:47]([F:53])([F:52])[F:46])=[O:45])=[C:20]([C:41]([F:44])([F:43])[F:42])[CH:21]=1, predict the reactants needed to synthesize it. The reactants are: O.N1(O)C2C=CC=CC=2N=N1.Cl.[CH3:13][NH:14][CH2:15][CH2:16][NH:17][C:18](=[O:45])[C:19]1[CH:24]=[CH:23][C:22](/[CH:25]=[CH:26]/[CH:27]([C:32]2[CH:37]=[C:36]([Cl:38])[C:35]([Cl:39])=[C:34]([Cl:40])[CH:33]=2)[C:28]([F:31])([F:30])[F:29])=[CH:21][C:20]=1[C:41]([F:44])([F:43])[F:42].[F:46][C:47]([F:53])([F:52])[CH2:48][C:49](O)=[O:50].C(N(C(C)C)C(C)C)C. (9) Given the product [C:14]([NH:13][C:11]([C:10]1[C:4]2[C:5](=[N:6][CH:7]=[C:2]([NH:1][C:27]3[CH:28]=[N:29][CH:30]=[C:31]([S:33]([CH3:36])(=[O:35])=[O:34])[CH:32]=3)[N:3]=2)[N:8]([CH2:18][O:19][CH2:20][CH2:21][Si:22]([CH3:25])([CH3:24])[CH3:23])[CH:9]=1)=[O:12])([CH3:15])([CH3:16])[CH3:17], predict the reactants needed to synthesize it. The reactants are: [NH2:1][C:2]1[N:3]=[C:4]2[C:10]([C:11]([NH:13][C:14]([CH3:17])([CH3:16])[CH3:15])=[O:12])=[CH:9][N:8]([CH2:18][O:19][CH2:20][CH2:21][Si:22]([CH3:25])([CH3:24])[CH3:23])[C:5]2=[N:6][CH:7]=1.Br[C:27]1[CH:28]=[N:29][CH:30]=[C:31]([S:33]([CH3:36])(=[O:35])=[O:34])[CH:32]=1.CC1(C)C2C(=C(P(C3C=CC=CC=3)C3C=CC=CC=3)C=CC=2)OC2C(P(C3C=CC=CC=3)C3C=CC=CC=3)=CC=CC1=2.C(=O)([O-])[O-].[Cs+].[Cs+]. (10) Given the product [OH:1][C@:2]1([C:13]2[S:14][C:15]([C:18]3[CH:23]=[C:22]([NH:24][C:25]4[N:30]=[C:29]([C:31]([F:33])([F:34])[F:32])[CH:28]=[CH:27][N:26]=4)[CH:21]=[C:20]([CH3:35])[CH:19]=3)=[CH:16][N:17]=2)[CH2:7][CH2:6][C@H:5]([C:8]([O-:10])=[O:9])[C:4]([CH3:11])([CH3:12])[CH2:3]1.[Na+:37], predict the reactants needed to synthesize it. The reactants are: [OH:1][C@:2]1([C:13]2[S:14][C:15]([C:18]3[CH:23]=[C:22]([NH:24][C:25]4[N:30]=[C:29]([C:31]([F:34])([F:33])[F:32])[CH:28]=[CH:27][N:26]=4)[CH:21]=[C:20]([CH3:35])[CH:19]=3)=[CH:16][N:17]=2)[CH2:7][CH2:6][C@H:5]([C:8]([OH:10])=[O:9])[C:4]([CH3:12])([CH3:11])[CH2:3]1.[OH-].[Na+:37].